Dataset: Full USPTO retrosynthesis dataset with 1.9M reactions from patents (1976-2016). Task: Predict the reactants needed to synthesize the given product. Given the product [OH:18][C:17]1[C:7]2[C:6](=[CH:5][CH:4]=[C:3]([O:2][CH3:1])[CH:8]=2)[N:9]=[C:15]([C:13]([O:12][CH2:10][CH3:11])=[O:14])[CH:16]=1, predict the reactants needed to synthesize it. The reactants are: [CH3:1][O:2][C:3]1[CH:8]=[CH:7][C:6]([NH2:9])=[CH:5][CH:4]=1.[CH2:10]([O:12][C:13]([C:15]#[C:16][C:17](OCC)=[O:18])=[O:14])[CH3:11].